This data is from Full USPTO retrosynthesis dataset with 1.9M reactions from patents (1976-2016). The task is: Predict the reactants needed to synthesize the given product. (1) Given the product [Cl:1][C:2]1[CH:10]=[C:9]([C:11]([F:14])([F:13])[F:12])[C:5]([C:6]([N:17]([CH3:18])[CH3:16])=[O:7])=[CH:4][N:3]=1, predict the reactants needed to synthesize it. The reactants are: [Cl:1][C:2]1[CH:10]=[C:9]([C:11]([F:14])([F:13])[F:12])[C:5]([C:6](O)=[O:7])=[CH:4][N:3]=1.Cl.[CH3:16][NH:17][CH3:18].CN(C(ON1N=NC2C=CC=NC1=2)=[N+](C)C)C.F[P-](F)(F)(F)(F)F.C(N(CC)C(C)C)(C)C.C(=O)(O)[O-].[Na+]. (2) Given the product [NH2:5][C:9]1[CH2:10][CH2:11][C@@H:7]([CH3:6])[C:8]=1[C:13]([O:15][CH2:16][CH3:17])=[O:14], predict the reactants needed to synthesize it. The reactants are: C([O-])(=O)C.[NH4+:5].[CH3:6][CH:7]1[CH2:11][CH2:10][C:9](=O)[C@@H:8]1[C:13]([O:15][CH2:16][CH3:17])=[O:14]. (3) Given the product [CH2:1]([S:3]([C:5]1[C:6]([C:15]2[N:27]([CH3:28])[C:18]3=[N:19][CH:20]=[C:21]([C:23]([F:26])([F:25])[F:24])[CH:22]=[C:17]3[N:16]=2)=[N:7][CH:8]=[C:9]([C:11]([F:12])([F:13])[F:14])[CH:10]=1)(=[O:4])=[N:29][S:31]([CH3:30])(=[O:33])=[O:32])[CH3:2], predict the reactants needed to synthesize it. The reactants are: [CH2:1]([S:3](=[NH:29])([C:5]1[C:6]([C:15]2[N:27]([CH3:28])[C:18]3=[N:19][CH:20]=[C:21]([C:23]([F:26])([F:25])[F:24])[CH:22]=[C:17]3[N:16]=2)=[N:7][CH:8]=[C:9]([C:11]([F:14])([F:13])[F:12])[CH:10]=1)=[O:4])[CH3:2].[CH3:30][S:31](Cl)(=[O:33])=[O:32]. (4) Given the product [CH3:15][O:14][C:13]1[CH:12]=[C:11]([CH:19]=[CH:18][C:16]=1[O:17][CH2:2][C:3]1[CH:4]=[N:5][CH:6]=[CH:7][CH:8]=1)[CH:10]=[O:9], predict the reactants needed to synthesize it. The reactants are: Br[CH2:2][C:3]1[CH:4]=[N:5][CH:6]=[CH:7][CH:8]=1.[O:9]=[CH:10][C:11]1[CH:19]=[CH:18][C:16]([OH:17])=[C:13]([O:14][CH3:15])[CH:12]=1.C(=O)([O-])[O-].[K+].[K+]. (5) Given the product [CH3:11][O:12][C:2]1[CH:3]=[CH:4][C:5]2[S:9][CH:8]=[CH:7][C:6]=2[CH:10]=1, predict the reactants needed to synthesize it. The reactants are: Br[C:2]1[CH:3]=[CH:4][C:5]2[S:9][CH:8]=[CH:7][C:6]=2[CH:10]=1.[CH3:11][OH:12].C[O-].[Na+]. (6) The reactants are: [OH:1][C@H:2]1[C@@H:6]([OH:7])[CH2:5][N:4]([C:8]([O:10][C:11]([CH3:14])([CH3:13])[CH3:12])=[O:9])[CH2:3]1.[H-].[Na+].Br[CH2:18]Br. Given the product [O:1]1[CH:2]2[CH2:3][N:4]([C:8]([O:10][C:11]([CH3:14])([CH3:13])[CH3:12])=[O:9])[CH2:5][CH:6]2[O:7][CH2:18]1, predict the reactants needed to synthesize it. (7) Given the product [C:16]([NH:24][C:25]([NH:8][C:5]1[C:4]([O:9][C:10]2[CH:15]=[CH:14][CH:13]=[CH:12][CH:11]=2)=[CH:3][C:2]([Br:1])=[CH:7][N:6]=1)=[S:26])(=[O:23])[C:17]1[CH:22]=[CH:21][CH:20]=[CH:19][CH:18]=1, predict the reactants needed to synthesize it. The reactants are: [Br:1][C:2]1[CH:3]=[C:4]([O:9][C:10]2[CH:15]=[CH:14][CH:13]=[CH:12][CH:11]=2)[C:5]([NH2:8])=[N:6][CH:7]=1.[C:16]([N:24]=[C:25]=[S:26])(=[O:23])[C:17]1[CH:22]=[CH:21][CH:20]=[CH:19][CH:18]=1. (8) Given the product [C:1]1([C:7]2[N:8]([CH2:24][CH2:25][CH:26]3[CH2:31][CH2:30][NH:29][CH2:28][CH2:27]3)[C:9]3[C:18]4[CH:17]=[CH:16][CH:15]=[CH:14][C:13]=4[N:12]=[C:11]([C:19]([F:20])([F:21])[F:22])[C:10]=3[N:23]=2)[CH:2]=[CH:3][CH:4]=[CH:5][CH:6]=1, predict the reactants needed to synthesize it. The reactants are: [C:1]1([C:7]2[N:8]([CH2:24][CH2:25][CH:26]3[CH2:31][CH2:30][N:29](C(OC(C)(C)C)=O)[CH2:28][CH2:27]3)[C:9]3[C:18]4[CH:17]=[CH:16][CH:15]=[CH:14][C:13]=4[N:12]=[C:11]([C:19]([F:22])([F:21])[F:20])[C:10]=3[N:23]=2)[CH:6]=[CH:5][CH:4]=[CH:3][CH:2]=1.C(=O)([O-])[O-].[K+].[K+]. (9) Given the product [CH:20]1([O:1][C:2]2[C:7]3[O:8][C:9]([CH3:11])=[CH:10][C:6]=3[C:5]([CH:12]=[O:13])=[CH:4][CH:3]=2)[CH2:24][CH2:23][CH2:22][CH2:21]1, predict the reactants needed to synthesize it. The reactants are: [OH:1][C:2]1[C:7]2[O:8][C:9]([CH3:11])=[CH:10][C:6]=2[C:5]([CH:12]=[O:13])=[CH:4][CH:3]=1.C(=O)([O-])[O-].[K+].[K+].[CH:20]1(Br)[CH2:24][CH2:23][CH2:22][CH2:21]1.O. (10) Given the product [CH3:1][O:2][C:3]1[CH:4]=[CH:5][C:6]([C:7]([NH:9][C:10]2[C:11]([NH:16][C:17]([CH:19]3[CH2:20][CH2:21][N:22]([CH2:39][C:38]4[CH:41]=[CH:42][C:35]([O:34][CH2:27][C:28]5[CH:33]=[CH:32][CH:31]=[CH:30][CH:29]=5)=[CH:36][CH:37]=4)[CH2:23][CH2:24]3)=[O:18])=[CH:12][CH:13]=[CH:14][CH:15]=2)=[O:8])=[CH:25][CH:26]=1, predict the reactants needed to synthesize it. The reactants are: [CH3:1][O:2][C:3]1[CH:26]=[CH:25][C:6]([C:7]([NH:9][C:10]2[C:11]([NH:16][C:17]([CH:19]3[CH2:24][CH2:23][NH:22][CH2:21][CH2:20]3)=[O:18])=[CH:12][CH:13]=[CH:14][CH:15]=2)=[O:8])=[CH:5][CH:4]=1.[CH2:27]([O:34][C:35]1[CH:42]=[CH:41][C:38]([CH:39]=O)=[CH:37][CH:36]=1)[C:28]1[CH:33]=[CH:32][CH:31]=[CH:30][CH:29]=1.